From a dataset of Catalyst prediction with 721,799 reactions and 888 catalyst types from USPTO. Predict which catalyst facilitates the given reaction. (1) Reactant: [C:1]([C:3]1[CH:23]=[C:22]([C:24]2[N:29]=[C:28]([NH:30][C:31]3[CH:36]=[CH:35][C:34]([N:37]4[CH2:42][CH2:41][N:40]([CH2:43][C@@H:44]([OH:46])[CH3:45])[CH2:39][CH2:38]4)=[CH:33][CH:32]=3)[N:27]=[CH:26][N:25]=2)[CH:21]=[CH:20][C:4]=1[O:5][C@H:6]1[CH2:11][CH2:10][N:9](C(OC(C)(C)C)=O)[CH2:8][C@H:7]1[F:19])#[N:2].FC(F)(F)C(O)=O. Product: [F:19][C@H:7]1[C@@H:6]([O:5][C:4]2[CH:20]=[CH:21][C:22]([C:24]3[N:29]=[C:28]([NH:30][C:31]4[CH:32]=[CH:33][C:34]([N:37]5[CH2:38][CH2:39][N:40]([CH2:43][C@@H:44]([OH:46])[CH3:45])[CH2:41][CH2:42]5)=[CH:35][CH:36]=4)[N:27]=[CH:26][N:25]=3)=[CH:23][C:3]=2[C:1]#[N:2])[CH2:11][CH2:10][NH:9][CH2:8]1. The catalyst class is: 4. (2) Product: [CH2:20]([C:29]1[CH:30]=[CH:31][C:32]([O:35][C:10]2[CH:17]=[CH:16][CH:15]=[C:12]([C:13]#[N:14])[C:11]=2[C:18]#[N:19])=[CH:33][CH:34]=1)[CH2:21][CH2:22][CH2:23][CH2:24][CH2:25][CH2:26][CH2:27][CH3:28]. Reactant: C(=O)([O-])[O-].[K+].[K+].[N+]([C:10]1[CH:17]=[CH:16][CH:15]=[C:12]([C:13]#[N:14])[C:11]=1[C:18]#[N:19])([O-])=O.[CH2:20]([C:29]1[CH:34]=[CH:33][C:32]([OH:35])=[CH:31][CH:30]=1)[CH2:21][CH2:22][CH2:23][CH2:24][CH2:25][CH2:26][CH2:27][CH3:28]. The catalyst class is: 9. (3) The catalyst class is: 9. Reactant: [H-].[Na+].[CH3:3][C:4]1[CH:5]=[C:6]([OH:19])[CH:7]=[CH:8][C:9]=1[CH2:10][CH2:11][CH2:12][CH2:13][N:14]1[CH:18]=[CH:17][N:16]=[N:15]1.Cl[CH2:21][C:22]1[CH:27]=[CH:26][CH:25]=[C:24]([C:28]2[CH:33]=[CH:32][C:31]([C:34]([F:37])([F:36])[F:35])=[CH:30][CH:29]=2)[N:23]=1.O. Product: [CH3:3][C:4]1[CH:5]=[C:6]([CH:7]=[CH:8][C:9]=1[CH2:10][CH2:11][CH2:12][CH2:13][N:14]1[CH:18]=[CH:17][N:16]=[N:15]1)[O:19][CH2:21][C:22]1[CH:27]=[CH:26][CH:25]=[C:24]([C:28]2[CH:33]=[CH:32][C:31]([C:34]([F:36])([F:35])[F:37])=[CH:30][CH:29]=2)[N:23]=1. (4) Reactant: [OH:1][CH2:2][C@H:3]1[O:7][C:6](=[O:8])[NH:5][CH2:4]1.N1C=CN=C1.[C:14]([Si:18](Cl)([C:25]1[CH:30]=[CH:29][CH:28]=[CH:27][CH:26]=1)[C:19]1[CH:24]=[CH:23][CH:22]=[CH:21][CH:20]=1)([CH3:17])([CH3:16])[CH3:15].Cl. Product: [Si:18]([O:1][CH2:2][C@H:3]1[O:7][C:6](=[O:8])[NH:5][CH2:4]1)([C:14]([CH3:17])([CH3:16])[CH3:15])([C:25]1[CH:26]=[CH:27][CH:28]=[CH:29][CH:30]=1)[C:19]1[CH:24]=[CH:23][CH:22]=[CH:21][CH:20]=1. The catalyst class is: 9. (5) Reactant: [CH3:1][C:2]1([CH3:35])[O:6][C@@H:5]2[O:7][C@H:8](/[CH:23]=[CH:24]/[C:25]3[CH:30]=[CH:29][C:28]([C:31]([F:34])([F:33])[F:32])=[CH:27][CH:26]=3)[C@H:9]([CH2:10][CH2:11][N:12]3[C:20](=[O:21])[C:19]4[C:14](=[CH:15][CH:16]=[CH:17][CH:18]=4)[C:13]3=[O:22])[C@@H:4]2[O:3]1. Product: [CH3:1][C:2]1([CH3:35])[O:6][C@@H:5]2[O:7][C@H:8]([CH2:23][CH2:24][C:25]3[CH:26]=[CH:27][C:28]([C:31]([F:34])([F:32])[F:33])=[CH:29][CH:30]=3)[C@H:9]([CH2:10][CH2:11][N:12]3[C:20](=[O:21])[C:19]4[C:14](=[CH:15][CH:16]=[CH:17][CH:18]=4)[C:13]3=[O:22])[C@@H:4]2[O:3]1. The catalyst class is: 153.